Dataset: Forward reaction prediction with 1.9M reactions from USPTO patents (1976-2016). Task: Predict the product of the given reaction. (1) Given the reactants C1([C:7]2[CH:8]=[CH:9][C:10]3[N:11]([C:26]4[CH:27]=[C:28](Br)[CH:29]=[CH:30][CH:31]=4)[C:12]4[C:17]([C:18]=3[CH:19]=2)=[CH:16][C:15]([C:20]2[CH:25]=[CH:24][CH:23]=[CH:22][CH:21]=2)=[CH:14][CH:13]=4)C=CC=CC=1.[NH2:33][C:34]1[CH:41]=[CH:40][C:37]([C:38]#[N:39])=[CH:36][CH:35]=1.C(P([C:51]([CH3:54])([CH3:53])C)C(C)(C)C)(C)(C)C.[C:55](O[Na])([CH3:58])([CH3:57])C, predict the reaction product. The product is: [C:38]([C:37]1[CH:40]=[CH:41][C:34]([N:33]([C:8]2[CH:7]=[CH:19][CH:18]=[C:10]([N:11]3[C:12]4[CH:13]=[CH:14][C:15]([C:20]5[CH:25]=[CH:24][CH:23]=[CH:22][CH:21]=5)=[CH:16][C:17]=4[C:27]4[C:26]3=[CH:31][CH:30]=[C:29]([C:53]3[CH:51]=[CH:54][CH:18]=[CH:10][CH:9]=3)[CH:28]=4)[CH:9]=2)[C:57]2[CH:55]=[CH:58][CH:8]=[CH:7][CH:19]=2)=[CH:35][CH:36]=1)#[N:39]. (2) The product is: [C:1]([O:5][C:6]([N:7]([CH2:8][CH:9]1[CH:14]([C:15]2[CH:16]=[CH:17][CH:18]=[CH:19][CH:20]=2)[CH2:13][CH2:12][N:11]([C:42]([C:41]2[CH:45]=[CH:46][C:38]([C:36]([O:35][CH3:34])=[O:37])=[CH:39][CH:40]=2)=[O:43])[CH2:10]1)[C@@H:21]([C:23]1[C:32]2[C:27](=[CH:28][CH:29]=[CH:30][CH:31]=2)[CH:26]=[CH:25][CH:24]=1)[CH3:22])=[O:33])([CH3:2])([CH3:3])[CH3:4]. Given the reactants [C:1]([O:5][C:6](=[O:33])[N:7]([C@@H:21]([C:23]1[C:32]2[C:27](=[CH:28][CH:29]=[CH:30][CH:31]=2)[CH:26]=[CH:25][CH:24]=1)[CH3:22])[CH2:8][CH:9]1[CH:14]([C:15]2[CH:20]=[CH:19][CH:18]=[CH:17][CH:16]=2)[CH2:13][CH2:12][NH:11][CH2:10]1)([CH3:4])([CH3:3])[CH3:2].[CH3:34][O:35][C:36]([C:38]1[CH:46]=[CH:45][C:41]([C:42](O)=[O:43])=[CH:40][CH:39]=1)=[O:37].C1C=CC2N(O)N=NC=2C=1.N=C=N.C(=O)([O-])[O-].[N-]=C=O, predict the reaction product. (3) Given the reactants C[O:2][C:3]([C:5]1[S:9][C:8]2[CH2:10][CH:11]([CH3:14])[CH2:12][CH2:13][C:7]=2[CH:6]=1)=[O:4].[Li+].[OH-].Cl, predict the reaction product. The product is: [CH3:14][CH:11]1[CH2:10][C:8]2[S:9][C:5]([C:3]([OH:4])=[O:2])=[CH:6][C:7]=2[CH2:13][CH2:12]1. (4) Given the reactants Br[CH:2]([C:15]1[CH:20]=[CH:19][CH:18]=[C:17]([C:21]2[CH:22]=[C:23]([C:31]([CH3:37])([S:33]([CH3:36])(=[O:35])=[O:34])[CH3:32])[CH:24]=[C:25]3[C:30]=2[N:29]=[CH:28][CH:27]=[CH:26]3)[CH:16]=1)[C:3]([C:5]1[CH:10]=[CH:9][C:8]([S:11]([CH3:14])(=[O:13])=[O:12])=[CH:7][CH:6]=1)=O.[Cl:38][C:39]1[CH:40]=[C:41]([C:45](=[S:47])[NH2:46])[CH:42]=[CH:43][CH:44]=1, predict the reaction product. The product is: [Cl:38][C:39]1[CH:40]=[C:41]([C:45]2[S:47][C:2]([C:15]3[CH:16]=[C:17]([C:21]4[CH:22]=[C:23]([C:31]([CH3:37])([S:33]([CH3:36])(=[O:35])=[O:34])[CH3:32])[CH:24]=[C:25]5[C:30]=4[N:29]=[CH:28][CH:27]=[CH:26]5)[CH:18]=[CH:19][CH:20]=3)=[C:3]([C:5]3[CH:10]=[CH:9][C:8]([S:11]([CH3:14])(=[O:13])=[O:12])=[CH:7][CH:6]=3)[N:46]=2)[CH:42]=[CH:43][CH:44]=1.